From a dataset of M1 muscarinic receptor antagonist screen with 61,756 compounds. Binary Classification. Given a drug SMILES string, predict its activity (active/inactive) in a high-throughput screening assay against a specified biological target. (1) The drug is S(=O)(=O)(N(C)C)c1cc2n(OCc3c4c(oc(=O)c3)cc(cc4)CC)nnc2cc1. The result is 0 (inactive). (2) The molecule is O1c2c(OCC1)cc(NC(=O)C)c(c2)C(=O)c1ccccc1. The result is 0 (inactive).